This data is from NCI-60 drug combinations with 297,098 pairs across 59 cell lines. The task is: Regression. Given two drug SMILES strings and cell line genomic features, predict the synergy score measuring deviation from expected non-interaction effect. (1) Drug 1: C1=CC(=CC=C1C#N)C(C2=CC=C(C=C2)C#N)N3C=NC=N3. Drug 2: C1=CN(C(=O)N=C1N)C2C(C(C(O2)CO)O)O.Cl. Cell line: DU-145. Synergy scores: CSS=31.9, Synergy_ZIP=5.13, Synergy_Bliss=8.48, Synergy_Loewe=-3.62, Synergy_HSA=6.23. (2) Drug 1: CC1=C2C(C(=O)C3(C(CC4C(C3C(C(C2(C)C)(CC1OC(=O)C(C(C5=CC=CC=C5)NC(=O)OC(C)(C)C)O)O)OC(=O)C6=CC=CC=C6)(CO4)OC(=O)C)OC)C)OC. Drug 2: CCCCCOC(=O)NC1=NC(=O)N(C=C1F)C2C(C(C(O2)C)O)O. Cell line: NCI/ADR-RES. Synergy scores: CSS=10.3, Synergy_ZIP=-0.685, Synergy_Bliss=2.79, Synergy_Loewe=-1.23, Synergy_HSA=2.37. (3) Drug 1: C1CCN(CC1)CCOC2=CC=C(C=C2)C(=O)C3=C(SC4=C3C=CC(=C4)O)C5=CC=C(C=C5)O. Drug 2: COCCOC1=C(C=C2C(=C1)C(=NC=N2)NC3=CC=CC(=C3)C#C)OCCOC.Cl. Cell line: M14. Synergy scores: CSS=4.74, Synergy_ZIP=-1.87, Synergy_Bliss=-0.535, Synergy_Loewe=-3.36, Synergy_HSA=-2.36. (4) Drug 1: C1CC(=O)NC(=O)C1N2CC3=C(C2=O)C=CC=C3N. Drug 2: COC1=CC(=CC(=C1O)OC)C2C3C(COC3=O)C(C4=CC5=C(C=C24)OCO5)OC6C(C(C7C(O6)COC(O7)C8=CC=CS8)O)O. Cell line: CAKI-1. Synergy scores: CSS=43.1, Synergy_ZIP=-3.69, Synergy_Bliss=-4.62, Synergy_Loewe=-31.3, Synergy_HSA=-1.64. (5) Drug 2: C1C(C(OC1N2C=NC3=C2NC=NCC3O)CO)O. Cell line: DU-145. Synergy scores: CSS=6.82, Synergy_ZIP=-2.40, Synergy_Bliss=-1.30, Synergy_Loewe=-7.92, Synergy_HSA=-7.35. Drug 1: CCN(CC)CCCC(C)NC1=C2C=C(C=CC2=NC3=C1C=CC(=C3)Cl)OC.